Dataset: Reaction yield outcomes from USPTO patents with 853,638 reactions. Task: Predict the reaction yield, written as a fraction of the theoretical maximum amount of product (1.0 means a 100% yield; for example, 0.34 means a 34% yield). (1) The reactants are [Cl:1][C:2]1[C:7]([CH2:8][N:9]2[CH2:13][CH2:12][CH2:11][CH2:10]2)=[CH:6][CH:5]=[CH:4][C:3]=1[OH:14].CC(C)([O-])C.[K+].CS(O[C@H:26]1[CH2:29][C@@H:28]([CH2:30][N:31]2[CH2:36][CH2:35][O:34][CH2:33][CH2:32]2)[CH2:27]1)(=O)=O. The catalyst is CS(C)=O.[Br-].C([N+](CCCC)(CCCC)CCCC)CCC.CCOCC. The product is [ClH:1].[ClH:1].[Cl:1][C:2]1[C:7]([CH2:8][N:9]2[CH2:13][CH2:12][CH2:11][CH2:10]2)=[CH:6][CH:5]=[CH:4][C:3]=1[O:14][C@H:26]1[CH2:27][C@H:28]([CH2:30][N:31]2[CH2:32][CH2:33][O:34][CH2:35][CH2:36]2)[CH2:29]1. The yield is 0.360. (2) The reactants are [F:1][C:2]1[CH:7]=[C:6]([S:8][CH3:9])[CH:5]=[CH:4][C:3]=1[NH:10][C:11]1[C:12]([C:19]([NH:21][O:22][CH2:23][CH2:24][O:25]C=C)=[O:20])=[N:13][N:14]([CH3:18])[C:15](=[O:17])[CH:16]=1.Cl. The catalyst is CCO.C1COCC1.CCOC(C)=O. The product is [F:1][C:2]1[CH:7]=[C:6]([S:8][CH3:9])[CH:5]=[CH:4][C:3]=1[NH:10][C:11]1[C:12]([C:19]([NH:21][O:22][CH2:23][CH2:24][OH:25])=[O:20])=[N:13][N:14]([CH3:18])[C:15](=[O:17])[CH:16]=1. The yield is 0.220. (3) The reactants are Cl[CH:2]([CH3:16])[CH2:3][C:4]1[NH:15][C:7]2=[N:8][CH:9]=[CH:10][C:11]([C:12](O)=[O:13])=[C:6]2[N:5]=1.C1CN([P+](ON2N=NC3C=CC=CC2=3)(N2CCCC2)N2CCCC2)CC1.F[P-](F)(F)(F)(F)F.[CH3:50][S:51]([NH:54][C:55]1[CH:63]=[CH:62][C:58]([CH2:59][CH2:60][NH2:61])=[CH:57][CH:56]=1)(=[O:53])=[O:52]. The catalyst is CN(C=O)C. The product is [CH3:50][S:51]([NH:54][C:55]1[CH:63]=[CH:62][C:58]([CH2:59][CH2:60][NH:61][C:12]([C:11]2[CH:10]=[CH:9][N:8]=[C:7]3[NH:15][C:4]([CH:3]4[CH2:2][CH2:16]4)=[N:5][C:6]=23)=[O:13])=[CH:57][CH:56]=1)(=[O:53])=[O:52]. The yield is 0.650. (4) The reactants are [C:1]1([C:7]2[NH:11][C:10]([C:12]3[CH:13]=[CH:14][CH:15]=[C:16]4[C:21]=3[CH:20]=[C:19]([OH:22])[CH:18]=[CH:17]4)=[C:9]([C:23]3[CH:28]=[CH:27][N:26]=[CH:25][CH:24]=3)[N:8]=2)[CH:6]=[CH:5][CH:4]=[CH:3][CH:2]=1.[C:29]1([N:35]=[C:36]=[O:37])[CH:34]=[CH:33][CH:32]=[CH:31][CH:30]=1.C(N(CC)CC)C. The catalyst is CN(C)C=O. The product is [C:1]1([C:7]2[NH:11][C:10]([C:12]3[CH:13]=[CH:14][CH:15]=[C:16]4[C:21]=3[CH:20]=[C:19]([O:22][C:36](=[O:37])[NH:35][C:29]3[CH:34]=[CH:33][CH:32]=[CH:31][CH:30]=3)[CH:18]=[CH:17]4)=[C:9]([C:23]3[CH:24]=[CH:25][N:26]=[CH:27][CH:28]=3)[N:8]=2)[CH:2]=[CH:3][CH:4]=[CH:5][CH:6]=1. The yield is 0.410. (5) The reactants are Br[C:2]1[C:3]([NH2:22])=[N:4][CH:5]=[C:6]([C:8]2[CH:13]=[CH:12][C:11]([O:14][Si:15]([C:18]([CH3:21])([CH3:20])[CH3:19])([CH3:17])[CH3:16])=[CH:10][CH:9]=2)[N:7]=1.[S:23]1[C:27](B(O)O)=[CH:26][C:25]2[CH:31]=[CH:32][CH:33]=[CH:34][C:24]1=2.C([O-])([O-])=O.[Na+].[Na+].O. The catalyst is C1(C)C=CC=CC=1.C(O)C.Cl[Pd](Cl)([P](C1C=CC=CC=1)(C1C=CC=CC=1)C1C=CC=CC=1)[P](C1C=CC=CC=1)(C1C=CC=CC=1)C1C=CC=CC=1. The product is [S:23]1[C:27]([C:2]2[C:3]([NH2:22])=[N:4][CH:5]=[C:6]([C:8]3[CH:13]=[CH:12][C:11]([O:14][Si:15]([C:18]([CH3:21])([CH3:20])[CH3:19])([CH3:17])[CH3:16])=[CH:10][CH:9]=3)[N:7]=2)=[CH:26][C:25]2[CH:31]=[CH:32][CH:33]=[CH:34][C:24]1=2. The yield is 0.673. (6) The reactants are [NH2:1][C:2]1[CH:7]=[CH:6][C:5]([C:8]([N:10]2[CH2:16][C:15]3([CH3:18])[CH2:17][CH:11]2[CH2:12][C:13]([CH3:20])([CH3:19])[CH2:14]3)=[O:9])=[CH:4][CH:3]=1.[C:21](Cl)(=[O:24])[CH:22]=[CH2:23]. The catalyst is C1COCC1. The product is [CH3:18][C:15]12[CH2:17][CH:11]([N:10]([C:8]([C:5]3[CH:4]=[CH:3][C:2]([NH:1][C:21](=[O:24])[CH:22]=[CH2:23])=[CH:7][CH:6]=3)=[O:9])[CH2:16]1)[CH2:12][C:13]([CH3:20])([CH3:19])[CH2:14]2. The yield is 0.470. (7) The product is [F:1][C:2]1[CH:7]=[CH:6][CH:5]=[C:4]([F:8])[C:3]=1[N:9]1[C:14]2[N:15]=[C:16]([NH:41][CH2:40][C:35]3[NH:34][C:33]([CH3:32])=[N:37][N:36]=3)[N:17]=[C:18]([C:19]3[CH:24]=[CH:23][C:22]([F:25])=[CH:21][C:20]=3[CH3:26])[C:13]=2[CH:12]=[CH:11][C:10]1=[O:31]. No catalyst specified. The reactants are [F:1][C:2]1[CH:7]=[CH:6][CH:5]=[C:4]([F:8])[C:3]=1[N:9]1[C:14]2[N:15]=[C:16](S(C)(=O)=O)[N:17]=[C:18]([C:19]3[CH:24]=[CH:23][C:22]([F:25])=[CH:21][C:20]=3[CH3:26])[C:13]=2[CH:12]=[CH:11][C:10]1=[O:31].[CH3:32][C:33]1[NH:34][C:35](NC)=[N:36][N:37]=1.[CH3:40][N:41]1C(=O)CCC1. The yield is 0.140. (8) The reactants are C([O:3][C:4](=O)[CH:5]([NH2:17])[CH2:6][C:7]1[C:15]2[C:10](=[C:11]([F:16])[CH:12]=[CH:13][CH:14]=2)[NH:9][N:8]=1)C.[BH4-].[Li+]. The catalyst is C1COCC1.C(O)C. The product is [NH2:17][CH:5]([CH2:6][C:7]1[C:15]2[C:10](=[C:11]([F:16])[CH:12]=[CH:13][CH:14]=2)[NH:9][N:8]=1)[CH2:4][OH:3]. The yield is 0.240. (9) The reactants are C[O:2][C:3]([C:5]1[C:6]([C:15]2[C:16]([C:25](OC)=[O:26])=[CH:17][C:18]([O:23][CH3:24])=[CH:19][C:20]=2[O:21][CH3:22])=[C:7]([O:13][CH3:14])[CH:8]=[C:9]([O:11][CH3:12])[CH:10]=1)=O.[H-].[H-].[H-].[H-].[Li+].[Al+3]. The catalyst is C1COCC1. The product is [OH:2][CH2:3][C:5]1[C:6]([C:15]2[C:20]([O:21][CH3:22])=[CH:19][C:18]([O:23][CH3:24])=[CH:17][C:16]=2[CH2:25][OH:26])=[C:7]([O:13][CH3:14])[CH:8]=[C:9]([O:11][CH3:12])[CH:10]=1. The yield is 0.770. (10) The catalyst is C(Cl)Cl. The yield is 0.0800. The reactants are C1(P(C2C=CC=CC=2)C2C=CC=CC=2)C=CC=CC=1.N(C(OC(C)C)=O)=NC(OC(C)C)=O.[N:34]1([CH2:39][CH2:40][OH:41])[CH2:38][CH2:37][CH2:36][CH2:35]1.[CH3:42][O:43][C:44]1[CH:49]=[C:48]([C:50]2[CH:51]=[C:52]3[C:58]([C:59]4[CH:64]=[CH:63][CH:62]=[CH:61][C:60]=4[O:65][CH3:66])=[CH:57][NH:56][C:53]3=[N:54][CH:55]=2)[CH:47]=[CH:46][C:45]=1O. The product is [CH3:66][O:65][C:60]1[CH:61]=[CH:62][CH:63]=[CH:64][C:59]=1[C:58]1[C:52]2[C:53](=[N:54][CH:55]=[C:50]([C:48]3[CH:47]=[CH:46][C:45]([O:41][CH2:40][CH2:39][N:34]4[CH2:38][CH2:37][CH2:36][CH2:35]4)=[C:44]([O:43][CH3:42])[CH:49]=3)[CH:51]=2)[NH:56][CH:57]=1.